The task is: Predict which catalyst facilitates the given reaction.. This data is from Catalyst prediction with 721,799 reactions and 888 catalyst types from USPTO. (1) Reactant: C(O)(=O)C.[CH2:5]1[C:14]2[C:9](=[CH:10][CH:11]=[CH:12][C:13]=2[OH:15])[CH2:8][CH2:7][NH:6]1.CCN(CC)CC.[S:23]1[CH:27]=[CH:26][CH:25]=[C:24]1[CH:28]=O.C([BH3-])#N.[Na+]. Product: [S:23]1[CH:27]=[CH:26][CH:25]=[C:24]1[CH2:28][N:6]1[CH2:7][CH2:8][C:9]2[C:14](=[C:13]([OH:15])[CH:12]=[CH:11][CH:10]=2)[CH2:5]1. The catalyst class is: 5. (2) Reactant: [OH:1][C:2]1[CH:3]=[C:4]([S:8][C:9]([CH3:15])([CH3:14])[C:10]([O:12][CH3:13])=[O:11])[CH:5]=[CH:6][CH:7]=1.CC(OC(/N=N/C(OC(C)C)=O)=O)C.[Cl:30][C:31]1[CH:39]=[C:38]([Cl:40])[CH:37]=[CH:36][C:32]=1[CH2:33][CH2:34]O.C1(P(C2C=CC=CC=2)C2C=CC=CC=2)C=CC=CC=1. Product: [Cl:30][C:31]1[CH:39]=[C:38]([Cl:40])[CH:37]=[CH:36][C:32]=1[CH2:33][CH2:34][O:1][C:2]1[CH:3]=[C:4]([S:8][C:9]([CH3:15])([CH3:14])[C:10]([O:12][CH3:13])=[O:11])[CH:5]=[CH:6][CH:7]=1. The catalyst class is: 1. (3) Reactant: Cl[CH2:2][C:3]([NH:5][C:6]1[CH:7]=[C:8]([CH:25]=[CH:26][C:27]=1[O:28][C:29]([F:32])([F:31])[F:30])[C:9]([NH:11][C:12]1[CH:13]=[N:14][C:15]([C:18]2[CH:23]=[CH:22][CH:21]=[CH:20][C:19]=2[F:24])=[CH:16][CH:17]=1)=[O:10])=[O:4].[I-].[K+].C(N(C(C)C)C(C)C)C.[CH3:44][N:45]1[CH2:50][CH2:49][NH:48][CH:47]([CH3:51])[CH2:46]1. Product: [CH3:51][CH:47]1[CH2:46][N:45]([CH3:44])[CH2:50][CH2:49][N:48]1[CH2:2][C:3]([NH:5][C:6]1[CH:7]=[C:8]([CH:25]=[CH:26][C:27]=1[O:28][C:29]([F:32])([F:31])[F:30])[C:9]([NH:11][C:12]1[CH:13]=[N:14][C:15]([C:18]2[CH:23]=[CH:22][CH:21]=[CH:20][C:19]=2[F:24])=[CH:16][CH:17]=1)=[O:10])=[O:4]. The catalyst class is: 3. (4) Reactant: [CH:1]([C@H:3]1[CH2:8][CH2:7][C@H:6]([NH:9][C:10](=[O:21])[C:11]2[CH:16]=[CH:15][CH:14]=[C:13]([C:17]([F:20])([F:19])[F:18])[CH:12]=2)[CH2:5][CH2:4]1)=O.ClC1C=CC(C(F)(F)F)=CC=1C(N[C@H]1CC[C@H](C=O)CC1)=O.[NH2:44][C:45]1[CH:54]=[CH:53][CH:52]=[C:51]2[C:46]=1[CH:47]=[CH:48][CH:49]=[N:50]2.C(O)(=O)C.C(O[BH-](OC(=O)C)OC(=O)C)(=O)C.[Na+]. Product: [N:50]1[C:51]2[C:46](=[C:45]([NH:44][CH2:1][C@H:3]3[CH2:8][CH2:7][C@H:6]([NH:9][C:10](=[O:21])[C:11]4[CH:16]=[CH:15][CH:14]=[C:13]([C:17]([F:20])([F:19])[F:18])[CH:12]=4)[CH2:5][CH2:4]3)[CH:54]=[CH:53][CH:52]=2)[CH:47]=[CH:48][CH:49]=1. The catalyst class is: 26. (5) The catalyst class is: 18. Reactant: C(=O)([O-])[O-].[K+].[K+].[O:7]1[C:11]2[C:12]([OH:16])=[CH:13][CH:14]=[CH:15][C:10]=2[CH:9]=[CH:8]1.CS(O[CH:22]1[CH2:25][N:24]([CH:26]([C:33]2[CH:38]=[CH:37][CH:36]=[CH:35][CH:34]=2)[C:27]2[CH:32]=[CH:31][CH:30]=[CH:29][CH:28]=2)[CH2:23]1)(=O)=O.C(OCC)(=O)C. Product: [CH:26]([N:24]1[CH2:25][CH:22]([O:16][C:12]2[C:11]3[O:7][CH:8]=[CH:9][C:10]=3[CH:15]=[CH:14][CH:13]=2)[CH2:23]1)([C:33]1[CH:34]=[CH:35][CH:36]=[CH:37][CH:38]=1)[C:27]1[CH:28]=[CH:29][CH:30]=[CH:31][CH:32]=1. (6) Reactant: [OH:1][C@H:2]1[CH2:6][N:5]([C:7]([O:9][C:10]([CH3:13])([CH3:12])[CH3:11])=[O:8])[C@H:4]([C:14](OC)=[O:15])[CH2:3]1.[Li+].[BH4-]. Product: [OH:1][C@H:2]1[CH2:6][N:5]([C:7]([O:9][C:10]([CH3:11])([CH3:12])[CH3:13])=[O:8])[C@H:4]([CH2:14][OH:15])[CH2:3]1. The catalyst class is: 1. (7) Reactant: [Cl:1][C:2]1[CH:24]=[CH:23][C:5]([CH2:6][C:7]2[N:8]=[C:9]([C:17]3[CH:22]=[CH:21][N:20]=[CH:19][CH:18]=3)[S:10][C:11]=2[C:12]([O:14]CC)=[O:13])=[CH:4][CH:3]=1.[Li+].[OH-].Cl. Product: [Cl:1][C:2]1[CH:3]=[CH:4][C:5]([CH2:6][C:7]2[N:8]=[C:9]([C:17]3[CH:22]=[CH:21][N:20]=[CH:19][CH:18]=3)[S:10][C:11]=2[C:12]([OH:14])=[O:13])=[CH:23][CH:24]=1. The catalyst class is: 20. (8) The catalyst class is: 2. Reactant: C([O:5][C:6]([C@H:8]([N:10]1[C:15](=[O:16])[C@@H:14]([N:17]=[N+:18]=[N-:19])[C@@H:13]([OH:20])[CH2:12][O:11]1)[CH3:9])=[O:7])(C)(C)C.FC(F)(F)C(O)=O. Product: [C:6]([C@H:8]([N:10]1[C:15](=[O:16])[C@@H:14]([N:17]=[N+:18]=[N-:19])[C@@H:13]([OH:20])[CH2:12][O:11]1)[CH3:9])([OH:7])=[O:5]. (9) Reactant: CN(C)C=O.[CH3:6][O:7][C:8]1[CH:9]=[C:10]2[C:15](=[CH:16][C:17]=1[OH:18])[N:14]=[CH:13][CH:12]=[C:11]2[O:19][C:20]1[C:21]([CH3:30])=[N:22][C:23]2[C:28]([CH:29]=1)=[CH:27][CH:26]=[CH:25][CH:24]=2.Br[CH:32]([C:38]([O:40][CH2:41][CH3:42])=[O:39])[C:33]([O:35][CH2:36][CH3:37])=[O:34].C(=O)([O-])[O-].[K+].[K+]. Product: [CH3:6][O:7][C:8]1[CH:9]=[C:10]2[C:15](=[CH:16][C:17]=1[O:18][CH:32]([C:33]([O:35][CH2:36][CH3:37])=[O:34])[C:38]([O:40][CH2:41][CH3:42])=[O:39])[N:14]=[CH:13][CH:12]=[C:11]2[O:19][C:20]1[C:21]([CH3:30])=[N:22][C:23]2[C:28]([CH:29]=1)=[CH:27][CH:26]=[CH:25][CH:24]=2. The catalyst class is: 6.